From a dataset of Catalyst prediction with 721,799 reactions and 888 catalyst types from USPTO. Predict which catalyst facilitates the given reaction. (1) Reactant: C([O:4][CH2:5][CH2:6][O:7][C:8]1[C:12]([C:13]2[CH:18]=[CH:17][C:16]([CH3:19])=[CH:15][CH:14]=2)=[C:11]([NH2:20])[N:10]([CH3:21])[N:9]=1)(=O)C.[CH:22]([C:25]1[CH:26]=[CH:27][C:28]([S:31](Cl)(=[O:33])=[O:32])=[N:29][CH:30]=1)([CH3:24])[CH3:23].C(O)(=O)CC(CC(O)=O)(C(O)=O)O. Product: [OH:4][CH2:5][CH2:6][O:7][C:8]1[C:12]([C:13]2[CH:14]=[CH:15][C:16]([CH3:19])=[CH:17][CH:18]=2)=[C:11]([NH:20][S:31]([C:28]2[CH:27]=[CH:26][C:25]([CH:22]([CH3:24])[CH3:23])=[CH:30][N:29]=2)(=[O:32])=[O:33])[N:10]([CH3:21])[N:9]=1. The catalyst class is: 537. (2) Reactant: [H-].[Na+].[CH:3]1([S:6]([NH2:9])(=[O:8])=[O:7])[CH2:5][CH2:4]1.[CH3:10][C:11]1([CH3:37])[C:20]2[C:15](=[CH:16][CH:17]=[C:18]([C:21](O)=[O:22])[CH:19]=2)[NH:14][CH:13]([C:24]2[CH:29]=[C:28]([N:30]3[CH2:35][CH2:34][O:33][CH2:32][CH2:31]3)[CH:27]=[CH:26][C:25]=2[CH3:36])[CH2:12]1.C(N1C=CN=C1)(N1C=CN=C1)=O. Product: [CH3:10][C:11]1([CH3:37])[C:20]2[C:15](=[CH:16][CH:17]=[C:18]([C:21]([NH:9][S:6]([CH:3]3[CH2:5][CH2:4]3)(=[O:8])=[O:7])=[O:22])[CH:19]=2)[NH:14][CH:13]([C:24]2[CH:29]=[C:28]([N:30]3[CH2:35][CH2:34][O:33][CH2:32][CH2:31]3)[CH:27]=[CH:26][C:25]=2[CH3:36])[CH2:12]1. The catalyst class is: 35. (3) Product: [Br:7][C:8]1[CH:14]=[CH:13][CH:12]=[CH:11][C:9]=1[NH:10][CH2:16][C:17]1[NH:21][C:20]2[CH:22]=[C:23]([CH2:26][CH2:27][C:28]([O:30][CH3:31])=[O:29])[CH:24]=[CH:25][C:19]=2[N:18]=1. Reactant: C(=O)([O-])[O-].[K+].[K+].[Br:7][C:8]1[CH:14]=[CH:13][CH:12]=[CH:11][C:9]=1[NH2:10].Cl[CH2:16][C:17]1[NH:21][C:20]2[CH:22]=[C:23]([CH2:26][CH2:27][C:28]([O:30][CH3:31])=[O:29])[CH:24]=[CH:25][C:19]=2[N:18]=1. The catalyst class is: 23. (4) Reactant: [CH:1]1([C:7]2[N:8]=[C:9]3[CH:14]=[N:13][C:12]4[N:15](S(C5C=CC(C)=CC=5)(=O)=O)[CH:16]=[CH:17][C:11]=4[N:10]3[CH:28]=2)[CH2:6][CH2:5][CH2:4][CH2:3][CH2:2]1.[OH-].[Na+]. Product: [CH:1]1([C:7]2[N:8]=[C:9]3[CH:14]=[N:13][C:12]4[NH:15][CH:16]=[CH:17][C:11]=4[N:10]3[CH:28]=2)[CH2:2][CH2:3][CH2:4][CH2:5][CH2:6]1. The catalyst class is: 12.